This data is from NCI-60 drug combinations with 297,098 pairs across 59 cell lines. The task is: Regression. Given two drug SMILES strings and cell line genomic features, predict the synergy score measuring deviation from expected non-interaction effect. (1) Drug 1: CC1=C(N=C(N=C1N)C(CC(=O)N)NCC(C(=O)N)N)C(=O)NC(C(C2=CN=CN2)OC3C(C(C(C(O3)CO)O)O)OC4C(C(C(C(O4)CO)O)OC(=O)N)O)C(=O)NC(C)C(C(C)C(=O)NC(C(C)O)C(=O)NCCC5=NC(=CS5)C6=NC(=CS6)C(=O)NCCC[S+](C)C)O. Drug 2: C1CNP(=O)(OC1)N(CCCl)CCCl. Cell line: SR. Synergy scores: CSS=81.8, Synergy_ZIP=1.06, Synergy_Bliss=-0.0399, Synergy_Loewe=-1.91, Synergy_HSA=0.00645. (2) Drug 1: C1=CC(=CC=C1CC(C(=O)O)N)N(CCCl)CCCl.Cl. Drug 2: C1=CC(=CC=C1C#N)C(C2=CC=C(C=C2)C#N)N3C=NC=N3. Cell line: NCIH23. Synergy scores: CSS=7.98, Synergy_ZIP=-4.68, Synergy_Bliss=-5.41, Synergy_Loewe=-8.78, Synergy_HSA=-6.39. (3) Drug 1: C1=CN(C=N1)CC(O)(P(=O)(O)O)P(=O)(O)O. Drug 2: C1=NNC2=C1C(=O)NC=N2. Cell line: HS 578T. Synergy scores: CSS=-0.594, Synergy_ZIP=-1.41, Synergy_Bliss=-4.15, Synergy_Loewe=-3.31, Synergy_HSA=-3.39. (4) Synergy scores: CSS=66.9, Synergy_ZIP=-1.03, Synergy_Bliss=-2.17, Synergy_Loewe=-5.30, Synergy_HSA=3.56. Drug 2: CC(C)(C1=NC(=CC=C1)N2C3=NC(=NC=C3C(=O)N2CC=C)NC4=CC=C(C=C4)N5CCN(CC5)C)O. Cell line: NCIH23. Drug 1: C1=C(C(=O)NC(=O)N1)F.